This data is from Forward reaction prediction with 1.9M reactions from USPTO patents (1976-2016). The task is: Predict the product of the given reaction. (1) Given the reactants [NH2:1][C:2]1[N:10]=[CH:9][C:8]([Cl:11])=[CH:7][C:3]=1[C:4]([NH2:6])=[O:5].Br[CH2:13][C:14]1[CH:21]=[CH:20][C:17]([C:18]#[N:19])=[CH:16][C:15]=1[F:22].C(OCC)(=O)C, predict the reaction product. The product is: [ClH:11].[Cl:11][C:8]1[CH:7]=[C:3]([C:4]([NH2:6])=[O:5])[C:2](=[NH:1])[N:10]([CH2:13][C:14]2[CH:21]=[CH:20][C:17]([C:18]#[N:19])=[CH:16][C:15]=2[F:22])[CH:9]=1. (2) Given the reactants [C:1]([O:5][C:6]([NH:8][CH2:9][C:10]([O:12][CH2:13]/[C:14](/[C:31]1[CH:36]=[CH:35][C:34]([S:37]([CH3:40])(=[O:39])=[O:38])=[CH:33][CH:32]=1)=[C:15](/[C:25]1[CH:30]=[CH:29][CH:28]=[CH:27][CH:26]=1)\[CH2:16][O:17][Si](C(C)(C)C)(C)C)=[O:11])=[O:7])([CH3:4])([CH3:3])[CH3:2], predict the reaction product. The product is: [C:1]([O:5][C:6]([NH:8][CH2:9][C:10]([O:12][CH2:13]/[C:14](/[C:31]1[CH:36]=[CH:35][C:34]([S:37]([CH3:40])(=[O:39])=[O:38])=[CH:33][CH:32]=1)=[C:15](/[C:25]1[CH:26]=[CH:27][CH:28]=[CH:29][CH:30]=1)\[CH2:16][OH:17])=[O:11])=[O:7])([CH3:4])([CH3:3])[CH3:2].